This data is from Catalyst prediction with 721,799 reactions and 888 catalyst types from USPTO. The task is: Predict which catalyst facilitates the given reaction. Reactant: Br[C:2]1[CH:7]=[CH:6][CH:5]=[C:4]([Cl:8])[CH:3]=1.C([Li])(C)(C)C.[CH3:14][O:15][C:16]1[CH:17]=[C:18]([CH:27]=[CH:28][CH:29]=1)[CH2:19][N:20]1[CH2:25][CH2:24][C:23](=[O:26])[CH2:22][CH2:21]1. Product: [Cl:8][C:4]1[CH:3]=[C:2]([C:23]2([OH:26])[CH2:22][CH2:21][N:20]([CH2:19][C:18]3[CH:27]=[CH:28][CH:29]=[C:16]([O:15][CH3:14])[CH:17]=3)[CH2:25][CH2:24]2)[CH:7]=[CH:6][CH:5]=1. The catalyst class is: 27.